Dataset: Full USPTO retrosynthesis dataset with 1.9M reactions from patents (1976-2016). Task: Predict the reactants needed to synthesize the given product. (1) The reactants are: [F:1][CH:2]([F:28])[C:3]1[CH:12]=[C:11]2[C:6]([C:7](=[O:19])[N:8]([NH:14][S:15]([CH3:18])(=[O:17])=[O:16])[C:9](=[O:13])[NH:10]2)=[CH:5][C:4]=1[C:20]1[N:21]([CH:25]([CH3:27])[CH3:26])[N:22]=[CH:23][CH:24]=1.[C:29](Cl)(=[O:33])[CH2:30][CH2:31][CH3:32]. Given the product [C:29]([N:14]([N:8]1[C:7](=[O:19])[C:6]2[C:11](=[CH:12][C:3]([CH:2]([F:1])[F:28])=[C:4]([C:20]3[N:21]([CH:25]([CH3:26])[CH3:27])[N:22]=[CH:23][CH:24]=3)[CH:5]=2)[NH:10][C:9]1=[O:13])[S:15]([CH3:18])(=[O:16])=[O:17])(=[O:33])[CH2:30][CH2:31][CH3:32], predict the reactants needed to synthesize it. (2) Given the product [NH2:31][C:23]1[C:22]([C:20]([C:2]2[CH:7]=[C:6]([F:8])[C:5]([F:9])=[CH:4][C:3]=2[O:10][CH3:11])=[O:21])=[CH:27][N:26]=[C:25]([S:28][CH2:29][CH3:30])[N:24]=1, predict the reactants needed to synthesize it. The reactants are: Br[C:2]1[CH:7]=[C:6]([F:8])[C:5]([F:9])=[CH:4][C:3]=1[O:10][CH3:11].C([Li])CCC.CON(C)[C:20]([C:22]1[C:23]([NH2:31])=[N:24][C:25]([S:28][CH2:29][CH3:30])=[N:26][CH:27]=1)=[O:21]. (3) Given the product [CH3:19][N:21]([CH3:22])[C:16]([C:6]1[C:5]([C:3]([O:2][CH3:1])=[O:4])=[N:9][N:8]([C:10]2[CH:11]=[CH:12][CH:13]=[CH:14][CH:15]=2)[N:7]=1)=[O:18], predict the reactants needed to synthesize it. The reactants are: [CH3:1][O:2][C:3]([C:5]1[C:6]([C:16]([OH:18])=O)=[N:7][N:8]([C:10]2[CH:15]=[CH:14][CH:13]=[CH:12][CH:11]=2)[N:9]=1)=[O:4].[C:19](N1C=CN=C1)([N:21]1C=CN=[CH:22]1)=O.CNC.